The task is: Predict which catalyst facilitates the given reaction.. This data is from Catalyst prediction with 721,799 reactions and 888 catalyst types from USPTO. (1) The catalyst class is: 3. Reactant: F[C:2]1[N:7]=[CH:6][C:5]([C:8]2([OH:18])[CH2:17][CH2:16][C:11]3([O:15][CH2:14][CH2:13][O:12]3)[CH2:10][CH2:9]2)=[CH:4][CH:3]=1.[C-:19]#[N:20].[K+].C1OCCOCCOCCOCCOCCOC1. Product: [OH:18][C:8]1([C:5]2[CH:4]=[CH:3][C:2]([C:19]#[N:20])=[N:7][CH:6]=2)[CH2:17][CH2:16][C:11]2([O:15][CH2:14][CH2:13][O:12]2)[CH2:10][CH2:9]1. (2) Reactant: Cl[C:2]1=[N:3][C:4]2[CH:16]=[CH:15][CH:14]=[CH:13][C:5]=2[O:6][C:7]2[CH:12]=[CH:11][CH:10]=[CH:9][C:8]1=2.[CH3:17][O:18][C:19]([C:21]1[CH:26]=[CH:25][C:24](B(O)O)=[CH:23][CH:22]=1)=[O:20].C([O-])([O-])=O.[Na+].[Na+].CCOC(C)=O. Product: [CH:9]1[C:8]2[C:2]([C:24]3[CH:25]=[CH:26][C:21]([C:19]([O:18][CH3:17])=[O:20])=[CH:22][CH:23]=3)=[N:3][C:4]3[CH:16]=[CH:15][CH:14]=[CH:13][C:5]=3[O:6][C:7]=2[CH:12]=[CH:11][CH:10]=1. The catalyst class is: 104. (3) The catalyst class is: 79. Product: [Cl:13][C:14]1[C:15]([F:27])=[CH:16][C:17]([N+:24]([O-:26])=[O:25])=[C:18]([S:20]([NH:12][C:9]2[CH:10]=[CH:11][C:2]([Cl:1])=[C:3]3[C:8]=2[N:7]=[CH:6][CH:5]=[CH:4]3)(=[O:22])=[O:21])[CH:19]=1. Reactant: [Cl:1][C:2]1[CH:11]=[CH:10][C:9]([NH2:12])=[C:8]2[C:3]=1[CH:4]=[CH:5][CH:6]=[N:7]2.[Cl:13][C:14]1[C:15]([F:27])=[CH:16][C:17]([N+:24]([O-:26])=[O:25])=[C:18]([S:20](Cl)(=[O:22])=[O:21])[CH:19]=1.N1C=CC=CC=1. (4) Reactant: [N:1]1[CH:6]=[CH:5][CH:4]=[CH:3][C:2]=1[CH2:7][NH:8][C:9]1[CH:14]=[C:13]([O:15][C:16]2[C:25]3[C:20](=[CH:21][CH:22]=[CH:23][CH:24]=3)[C:19]([NH:26]C(=O)OC(C)(C)C)=[CH:18][CH:17]=2)[CH:12]=[CH:11][N:10]=1.C(O)(C(F)(F)F)=O. The catalyst class is: 390. Product: [NH2:26][C:19]1[C:20]2[C:25](=[CH:24][CH:23]=[CH:22][CH:21]=2)[C:16]([O:15][C:13]2[CH:12]=[CH:11][N:10]=[C:9]([NH:8][CH2:7][C:2]3[CH:3]=[CH:4][CH:5]=[CH:6][N:1]=3)[CH:14]=2)=[CH:17][CH:18]=1. (5) Product: [O:14]1[CH2:18][CH2:17][CH:16]([CH2:19][NH:1][C@H:2]2[CH2:6][CH2:5][N:4]([C:7]([O:9][C:10]([CH3:13])([CH3:12])[CH3:11])=[O:8])[CH2:3]2)[CH2:15]1. The catalyst class is: 701. Reactant: [NH2:1][C@H:2]1[CH2:6][CH2:5][N:4]([C:7]([O:9][C:10]([CH3:13])([CH3:12])[CH3:11])=[O:8])[CH2:3]1.[O:14]1[CH2:18][CH2:17][CH:16]([CH:19]=O)[CH2:15]1.S([O-])([O-])(=O)=O.[Mg+2].C(O[BH-](OC(=O)C)OC(=O)C)(=O)C.[Na+]. (6) The catalyst class is: 7. Product: [CH2:18]([O:22][C:11]1[CH:16]=[C:15]([O:8][CH:6]([CH3:7])[C:4]([OH:9])([CH3:5])[CH3:3])[N:14]=[CH:13][N:12]=1)[C:19]#[C:20][CH3:21]. Reactant: [H-].[Na+].[CH3:3][C:4]([OH:9])([CH:6]([OH:8])[CH3:7])[CH3:5].Cl[C:11]1[CH:16]=[C:15](Cl)[N:14]=[CH:13][N:12]=1.[CH2:18]([OH:22])[C:19]#[C:20][CH3:21].[Cl-].[NH4+]. (7) Reactant: [CH3:1][O:2][C:3]1[C:8]([O:9][CH3:10])=[C:7]([O:11][CH3:12])[CH:6]=[C:5]([CH3:13])[C:4]=1[CH:14]([C:16]1[C:21]([Cl:22])=[CH:20][N:19]=[C:18]([Cl:23])[C:17]=1[C:24]([F:27])([F:26])[F:25])[OH:15]. Product: [CH3:1][O:2][C:3]1[C:8]([O:9][CH3:10])=[C:7]([O:11][CH3:12])[CH:6]=[C:5]([CH3:13])[C:4]=1[C:14]([C:16]1[C:21]([Cl:22])=[CH:20][N:19]=[C:18]([Cl:23])[C:17]=1[C:24]([F:27])([F:26])[F:25])=[O:15]. The catalyst class is: 661. (8) Reactant: [Si:1]([O:8][C@@H:9]1[C@@:31]2([CH3:32])[C:13](=[CH:14][CH:15]=[C:16]3[C@@H:30]2[CH2:29][CH2:28][C@@:27]2([CH3:33])[C@H:17]3[CH2:18][CH:19]=[C:20]2[C@H:21]([CH2:23][CH2:24][C:25]#[CH:26])[CH3:22])[CH2:12][C@@H:11]([O:34][Si:35]([C:38]([CH3:41])([CH3:40])[CH3:39])([CH3:37])[CH3:36])[CH2:10]1)([C:4]([CH3:7])([CH3:6])[CH3:5])([CH3:3])[CH3:2].C([Li])CCC.[CH3:47][CH2:48][C:49](=[O:52])[CH2:50][CH3:51]. Product: [Si:1]([O:8][C@@H:9]1[C@@:31]2([CH3:32])[C:13](=[CH:14][CH:15]=[C:16]3[C@@H:30]2[CH2:29][CH2:28][C@@:27]2([CH3:33])[C@H:17]3[CH2:18][CH:19]=[C:20]2[C@H:21]([CH2:23][CH2:24][C:25]#[C:26][C:49]([CH2:50][CH3:51])([OH:52])[CH2:48][CH3:47])[CH3:22])[CH2:12][C@@H:11]([O:34][Si:35]([C:38]([CH3:40])([CH3:39])[CH3:41])([CH3:36])[CH3:37])[CH2:10]1)([C:4]([CH3:7])([CH3:6])[CH3:5])([CH3:3])[CH3:2]. The catalyst class is: 7. (9) Reactant: [Cl:1][C:2]1[CH:7]=[CH:6][C:5](/[C:8](/[C:25]2[CH:30]=[CH:29][C:28]([C:31]#[C:32][CH2:33][N:34]3[CH2:39][CH2:38][CH:37]([CH2:40][OH:41])[CH2:36][CH2:35]3)=[CH:27][CH:26]=2)=[CH:9]/[CH2:10][O:11][C:12]2[CH:23]=[CH:22][C:15]([O:16][CH2:17][C:18]([O:20]C)=[O:19])=[C:14]([CH3:24])[CH:13]=2)=[CH:4][CH:3]=1.O.[OH-].[Li+].Cl.[Cl-].[NH4+]. Product: [Cl:1][C:2]1[CH:3]=[CH:4][C:5](/[C:8](/[C:25]2[CH:26]=[CH:27][C:28]([C:31]#[C:32][CH2:33][N:34]3[CH2:35][CH2:36][CH:37]([CH2:40][OH:41])[CH2:38][CH2:39]3)=[CH:29][CH:30]=2)=[CH:9]/[CH2:10][O:11][C:12]2[CH:23]=[CH:22][C:15]([O:16][CH2:17][C:18]([OH:20])=[O:19])=[C:14]([CH3:24])[CH:13]=2)=[CH:6][CH:7]=1. The catalyst class is: 193. (10) Reactant: [Cl:1][C:2]1[CH:7]=[C:6]([S:8][C:9]2[CH:14]=[CH:13][CH:12]=[C:11]([C:15]([F:18])([F:17])[F:16])[CH:10]=2)[CH:5]=[CH:4][C:3]=1[CH2:19][CH2:20][CH2:21][C:22]([NH:29][C:30]([O:32][CH3:33])=[O:31])([CH3:28])[C:23](OCC)=[O:24].[BH4-].[Li+].C(O)C.C(O)(=O)CC(CC(O)=O)(C(O)=O)O. Product: [Cl:1][C:2]1[CH:7]=[C:6]([S:8][C:9]2[CH:14]=[CH:13][CH:12]=[C:11]([C:15]([F:17])([F:18])[F:16])[CH:10]=2)[CH:5]=[CH:4][C:3]=1[CH2:19][CH2:20][CH2:21][C:22]([NH:29][C:30]([O:32][CH3:33])=[O:31])([CH3:28])[CH2:23][OH:24]. The catalyst class is: 1.